Dataset: Reaction yield outcomes from USPTO patents with 853,638 reactions. Task: Predict the reaction yield, written as a fraction of the theoretical maximum amount of product (1.0 means a 100% yield; for example, 0.34 means a 34% yield). (1) The reactants are [C:1]1([S:7]([CH2:10][CH2:11][N:12]([CH2:20][C:21](O)=[O:22])[C:13]([O:15][C:16]([CH3:19])([CH3:18])[CH3:17])=[O:14])(=[O:9])=[O:8])[CH:6]=[CH:5][CH:4]=[CH:3][CH:2]=1.[NH:24]1[CH2:28][CH2:27][CH2:26][C@H:25]1[C:29]#[N:30].CCN=C=NCCCN(C)C.C(N(CC)CC)C. The catalyst is C(Cl)Cl. The product is [C:1]1([S:7]([CH2:10][CH2:11][N:12]([C:13]([O:15][C:16]([CH3:18])([CH3:19])[CH3:17])=[O:14])[CH2:20][C:21]([N:24]2[CH2:28][CH2:27][CH2:26][C@H:25]2[C:29]#[N:30])=[O:22])(=[O:9])=[O:8])[CH:2]=[CH:3][CH:4]=[CH:5][CH:6]=1. The yield is 0.530. (2) The reactants are O[Li].O.[CH:4]1([C@H:9]2[C:35](=[O:36])[N:34]3[CH2:37][C@@H:31]([CH2:32][C@H:33]3[C:38]([O:40]C)=[O:39])[O:30][C:29]3[C:20](=[N:21][C:22]4[C:27]([CH:28]=3)=[CH:26][CH:25]=[CH:24][CH:23]=4)[CH2:19][CH2:18][CH2:17][CH2:16][CH2:15][C@@H:14]3[CH2:42][CH2:43][CH2:44][C@H:13]3[O:12][C:11](=[O:45])[NH:10]2)[CH2:8][CH2:7][CH2:6][CH2:5]1.O. The catalyst is C1COCC1. The product is [CH:4]1([C@H:9]2[C:35](=[O:36])[N:34]3[CH2:37][C@@H:31]([CH2:32][C@H:33]3[C:38]([OH:40])=[O:39])[O:30][C:29]3[C:20](=[N:21][C:22]4[C:27]([CH:28]=3)=[CH:26][CH:25]=[CH:24][CH:23]=4)[CH2:19][CH2:18][CH2:17][CH2:16][CH2:15][C@@H:14]3[CH2:42][CH2:43][CH2:44][C@H:13]3[O:12][C:11](=[O:45])[NH:10]2)[CH2:5][CH2:6][CH2:7][CH2:8]1. The yield is 0.660.